Dataset: Full USPTO retrosynthesis dataset with 1.9M reactions from patents (1976-2016). Task: Predict the reactants needed to synthesize the given product. (1) Given the product [NH2:24][C:25]1[N:30]([CH3:31])[C:29](=[O:32])[C:28]([CH3:33])([CH3:34])[C@:27]([C:36]2[CH:41]=[C:40]([NH:54][C:51]3[CH:50]=[CH:49][C:48]([S:45]([CH3:44])(=[O:47])=[O:46])=[CH:53][CH:52]=3)[CH:39]=[CH:38][C:37]=2[F:43])([CH3:35])[N:26]=1, predict the reactants needed to synthesize it. The reactants are: COC1C=CC(C([NH:24][C:25]2[N:30]([CH3:31])[C:29](=[O:32])[C:28]([CH3:34])([CH3:33])[C@:27]([C:36]3[CH:41]=[C:40](Br)[CH:39]=[CH:38][C:37]=3[F:43])([CH3:35])[N:26]=2)(C2C=CC(OC)=CC=2)C2C=CC=CC=2)=CC=1.[CH3:44][S:45]([C:48]1[CH:53]=[CH:52][C:51]([NH2:54])=[CH:50][CH:49]=1)(=[O:47])=[O:46]. (2) Given the product [N:1]([C:4]1[CH:5]=[CH:6][C:7]([CH3:30])=[C:8]([C:10]([C:12]2[CH:17]=[CH:16][C:15]([NH:18][C:19]3[CH:20]=[C:21]([CH3:32])[CH:22]=[CH:23][CH:24]=3)=[CH:14][C:13]=2[Cl:29])=[O:11])[CH:9]=1)=[N+:2]=[N-:3], predict the reactants needed to synthesize it. The reactants are: [N:1]([C:4]1[CH:5]=[CH:6][C:7]([CH3:30])=[C:8]([C:10]([C:12]2[CH:17]=[CH:16][C:15]([NH:18][C:19]3[CH:24]=[CH:23][C:22](C(F)(F)F)=[CH:21][CH:20]=3)=[CH:14][C:13]=2[Cl:29])=[O:11])[CH:9]=1)=[N+:2]=[N-:3].N[C:32]1C=CC(C)=C(C(C2C=CC(NC3C=C(C)C=CC=3)=CC=2Cl)=O)C=1.